This data is from NCI-60 drug combinations with 297,098 pairs across 59 cell lines. The task is: Regression. Given two drug SMILES strings and cell line genomic features, predict the synergy score measuring deviation from expected non-interaction effect. Drug 1: C1=C(C(=O)NC(=O)N1)N(CCCl)CCCl. Drug 2: CCC1(CC2CC(C3=C(CCN(C2)C1)C4=CC=CC=C4N3)(C5=C(C=C6C(=C5)C78CCN9C7C(C=CC9)(C(C(C8N6C)(C(=O)OC)O)OC(=O)C)CC)OC)C(=O)OC)O.OS(=O)(=O)O. Cell line: 786-0. Synergy scores: CSS=44.3, Synergy_ZIP=-4.17, Synergy_Bliss=-0.426, Synergy_Loewe=-2.61, Synergy_HSA=1.10.